This data is from Full USPTO retrosynthesis dataset with 1.9M reactions from patents (1976-2016). The task is: Predict the reactants needed to synthesize the given product. (1) Given the product [NH2:1][C:2]1[C:3]2[CH:10]=[CH:9][N:8]([C@@H:11]3[O:17][C@H:16]([CH2:18][O:19][Si:21]([C:24]([CH3:27])([CH3:26])[CH3:25])([CH3:23])[CH3:22])[C@@H:14]([OH:15])[C@@:12]3([CH3:20])[OH:13])[C:4]=2[N:5]=[CH:6][N:7]=1, predict the reactants needed to synthesize it. The reactants are: [NH2:1][C:2]1[C:3]2[CH:10]=[CH:9][N:8]([C@@H:11]3[O:17][C@H:16]([CH2:18][OH:19])[C@@H:14]([OH:15])[C@@:12]3([CH3:20])[OH:13])[C:4]=2[N:5]=[CH:6][N:7]=1.[Si:21](Cl)([C:24]([CH3:27])([CH3:26])[CH3:25])([CH3:23])[CH3:22]. (2) Given the product [C@H:26]1([NH:35][C:36]2[CH:45]=[CH:44][C:43]3[C:38](=[CH:39][CH:40]=[C:13]([NH:12][S:15]([N:16]([CH3:23])[CH:17]4[CH2:18][CH2:19][O:20][CH2:21][CH2:22]4)(=[O:24])=[O:25])[CH:14]=3)[N:37]=2)[C:34]2[C:29](=[CH:30][CH:31]=[CH:32][CH:33]=2)[CH2:28][CH2:27]1, predict the reactants needed to synthesize it. The reactants are: FC(F)(F)S([O-])(=O)=O.C[N+]1[CH:14]=[CH:13][N:12]([S:15](=[O:25])(=[O:24])[N:16]([CH3:23])[CH:17]2[CH2:22][CH2:21][O:20][CH2:19][CH2:18]2)C=1.[C@H:26]1([NH:35][C:36]2[CH:45]=[CH:44][C:43]3[C:38](=[CH:39][CH:40]=C(N)C=3)[N:37]=2)[C:34]2[C:29](=[CH:30][CH:31]=[CH:32][CH:33]=2)[CH2:28][CH2:27]1. (3) Given the product [Cl:1][C:2]1[CH:3]=[CH:4][C:5]([C:8]2[N:9]=[C:10]([C:29]3[CH:30]=[CH:31][CH:32]=[CH:33][CH:34]=3)[O:11][C:12]=2[CH2:13][CH2:14][C:15]([NH:17][C:18]2[CH:23]=[CH:22][C:21]([C:24]([OH:26])=[O:25])=[CH:20][CH:19]=2)=[O:16])=[CH:6][CH:7]=1, predict the reactants needed to synthesize it. The reactants are: [Cl:1][C:2]1[CH:7]=[CH:6][C:5]([C:8]2[N:9]=[C:10]([C:29]3[CH:34]=[CH:33][CH:32]=[CH:31][CH:30]=3)[O:11][C:12]=2[CH2:13][CH2:14][C:15]([NH:17][C:18]2[CH:23]=[CH:22][C:21]([C:24]([O:26]CC)=[O:25])=[CH:20][CH:19]=2)=[O:16])=[CH:4][CH:3]=1.[OH-].[K+].C(O)C.Cl. (4) Given the product [F:1][C:2]([F:7])([F:6])[C:3]([O-:5])=[O:4].[CH3:87][O:88][C:89]1[CH:90]=[CH:91][C:92]([S:95]([NH:24][C@H:25]([C:34]2[NH2+:35][C:36]([C:39]3[CH:40]=[CH:41][CH:42]=[CH:43][CH:44]=3)=[CH:37][N:38]=2)[CH2:26][CH2:27][CH2:28][CH2:29][CH2:30][C:3](=[O:5])[CH3:2])(=[O:97])=[O:96])=[CH:93][CH:94]=1, predict the reactants needed to synthesize it. The reactants are: [F:1][C:2]([F:7])([F:6])[C:3]([O-:5])=[O:4].FC(F)(F)C([O-])=O.C[NH+]1CCCC(C([NH:24][C@H:25]([C:34]2[NH2+:35][C:36]([C:39]3[CH:44]=[CH:43][CH:42]=[CH:41][CH:40]=3)=[CH:37][N:38]=2)[CH2:26][CH2:27][CH2:28][CH2:29][CH2:30]C(=O)C)=O)C1.FC(F)(F)C([O-])=O.FC(F)(F)C([O-])=O.[NH3+][C@H](C1[NH2+]C(C2C=CC=CC=2)=CN=1)CCCCCC(=O)C.CCN(CC)CC.[CH3:87][O:88][C:89]1[CH:94]=[CH:93][C:92]([S:95](Cl)(=[O:97])=[O:96])=[CH:91][CH:90]=1.